Dataset: Merck oncology drug combination screen with 23,052 pairs across 39 cell lines. Task: Regression. Given two drug SMILES strings and cell line genomic features, predict the synergy score measuring deviation from expected non-interaction effect. (1) Drug 2: Cn1cc(-c2cnn3c(N)c(Br)c(C4CCCNC4)nc23)cn1. Synergy scores: synergy=9.44. Cell line: MDAMB436. Drug 1: N#Cc1ccc(Cn2cncc2CN2CCN(c3cccc(Cl)c3)C(=O)C2)cc1. (2) Drug 1: O=C(CCCCCCC(=O)Nc1ccccc1)NO. Drug 2: CC1(c2nc3c(C(N)=O)cccc3[nH]2)CCCN1. Cell line: RKO. Synergy scores: synergy=-0.820. (3) Drug 1: C=CCn1c(=O)c2cnc(Nc3ccc(N4CCN(C)CC4)cc3)nc2n1-c1cccc(C(C)(C)O)n1. Drug 2: Cc1nc(Nc2ncc(C(=O)Nc3c(C)cccc3Cl)s2)cc(N2CCN(CCO)CC2)n1. Cell line: UACC62. Synergy scores: synergy=29.5.